From a dataset of Catalyst prediction with 721,799 reactions and 888 catalyst types from USPTO. Predict which catalyst facilitates the given reaction. (1) Reactant: [NH2:1][C:2]1[S:6][N:5]=[C:4]([CH3:7])[N:3]=1.O.ON1C2C=CC=CC=2N=N1.Cl.CN(C)CCCN=C=NCC.[Cl:31][C:32]1[C:33]([C:39](O)=[O:40])=[N:34][C:35]([Cl:38])=[CH:36][CH:37]=1. Product: [Cl:31][C:32]1[C:33]([C:39]([NH:1][C:2]2[S:6][N:5]=[C:4]([CH3:7])[N:3]=2)=[O:40])=[N:34][C:35]([Cl:38])=[CH:36][CH:37]=1. The catalyst class is: 22. (2) Reactant: Br[C:2]1[CH:11]=[CH:10][C:9]([O:12][CH3:13])=[C:8]2[C:3]=1[CH:4]=[CH:5][C:6]([C:14]([F:17])([F:16])[F:15])=[N:7]2.C([Li])CCC.[C:23](O[C:23](=[O:26])[CH2:24][CH3:25])(=[O:26])[CH2:24][CH3:25].[Cl-].[NH4+]. Product: [CH3:13][O:12][C:9]1[CH:10]=[CH:11][C:2]([C:23](=[O:26])[CH2:24][CH3:25])=[C:3]2[C:8]=1[N:7]=[C:6]([C:14]([F:17])([F:16])[F:15])[CH:5]=[CH:4]2. The catalyst class is: 134. (3) Reactant: [Br:1][C:2]1[C:11]2[N:10]=[CH:9][CH:8]=[N:7][C:6]=2[C:5]([C:12]([O:14]C)=[O:13])=[C:4]([O:16]C)[CH:3]=1.B(Br)(Br)Br. Product: [Br:1][C:2]1[C:11]2[N:10]=[CH:9][CH:8]=[N:7][C:6]=2[C:5]([C:12]([OH:14])=[O:13])=[C:4]([OH:16])[CH:3]=1. The catalyst class is: 4. (4) Reactant: [Cl:1][C:2]1[CH:9]=[CH:8][C:5]([CH:6]=O)=[CH:4][CH:3]=1.[S:10]1[CH2:14][C:13](=[O:15])[NH:12][C:11]1=[O:16].N1CCCCC1. Product: [Cl:1][C:2]1[CH:9]=[CH:8][C:5]([CH:6]=[C:14]2[S:10][C:11](=[O:16])[NH:12][C:13]2=[O:15])=[CH:4][CH:3]=1. The catalyst class is: 8. (5) Reactant: [CH2:1]([CH2:3][NH2:4])[OH:2].[H-].[Na+].Cl[C:8]1[N:9]=[N:10][C:11](Cl)=[CH:12][CH:13]=1. Product: [N:9]1[CH:8]=[CH:13][CH:12]=[C:11]([O:2][CH2:1][CH2:3][NH2:4])[N:10]=1. The catalyst class is: 113. (6) Reactant: [Br:1][C:2]1[CH:3]=[C:4]([CH:25]=[CH:26][CH:27]=1)[CH2:5][N:6]1[C:14]2[C:13](=[O:15])[N:12]([CH3:16])[C:11](=[O:17])[N:10]([CH3:18])[C:9]=2[N:8]=[C:7]1[S:19][C:20]([CH3:24])([CH3:23])[CH2:21][OH:22].[CH3:28][S:29](Cl)(=[O:31])=[O:30]. Product: [CH3:28][S:29]([O:22][CH2:21][C:20]([S:19][C:7]1[N:6]([CH2:5][C:4]2[CH:25]=[CH:26][CH:27]=[C:2]([Br:1])[CH:3]=2)[C:14]2[C:13](=[O:15])[N:12]([CH3:16])[C:11](=[O:17])[N:10]([CH3:18])[C:9]=2[N:8]=1)([CH3:23])[CH3:24])(=[O:31])=[O:30]. The catalyst class is: 2. (7) Reactant: [C:1]12([CH2:11][O:12][C:13]3[CH:18]=[CH:17][C:16]([CH2:19][CH2:20][NH:21][CH2:22][C@@H:23]([C:25]4[CH:34]=[CH:33][C:32]([O:35]CC5C=CC=CC=5)=[C:31]5[C:26]=4[CH:27]=[CH:28][C:29](=[O:43])[NH:30]5)[OH:24])=[CH:15][CH:14]=3)[CH2:10][CH:5]3[CH2:6][CH:7]([CH2:9][CH:3]([CH2:4]3)[CH2:2]1)[CH2:8]2. Product: [C:1]12([CH2:11][O:12][C:13]3[CH:18]=[CH:17][C:16]([CH2:19][CH2:20][NH:21][CH2:22][C@@H:23]([C:25]4[CH:34]=[CH:33][C:32]([OH:35])=[C:31]5[C:26]=4[CH:27]=[CH:28][C:29](=[O:43])[NH:30]5)[OH:24])=[CH:15][CH:14]=3)[CH2:10][CH:5]3[CH2:4][CH:3]([CH2:9][CH:7]([CH2:6]3)[CH2:8]1)[CH2:2]2. The catalyst class is: 45. (8) Reactant: C1(S([N:10]2[C:14]3=[N:15][CH:16]=[CH:17][CH:18]=[C:13]3[C:12]([C:19]3[CH:20]=[C:21]([CH2:24][NH:25][C:26]([C:28]4[C:29](=[O:43])[N:30]([CH2:34][C:35]5[CH:40]=[CH:39][C:38]([F:41])=[C:37]([F:42])[CH:36]=5)[CH:31]=[CH:32][CH:33]=4)=[O:27])[S:22][CH:23]=3)=[CH:11]2)(=O)=O)C=CC=CC=1.C(Cl)Cl.C[O-].[Na+]. Product: [NH:10]1[C:14]2=[N:15][CH:16]=[CH:17][CH:18]=[C:13]2[C:12]([C:19]2[CH:20]=[C:21]([CH2:24][NH:25][C:26]([C:28]3[C:29](=[O:43])[N:30]([CH2:34][C:35]4[CH:40]=[CH:39][C:38]([F:41])=[C:37]([F:42])[CH:36]=4)[CH:31]=[CH:32][CH:33]=3)=[O:27])[S:22][CH:23]=2)=[CH:11]1. The catalyst class is: 5. (9) The catalyst class is: 6. Reactant: [CH3:1][O:2][C:3](=[O:29])[CH2:4][O:5][C:6]1[CH:15]=[CH:14][C:13]([F:16])=[C:12]2[C:7]=1[C:8](=[O:28])[C:9]([CH2:19][C:20]1[CH:25]=[CH:24][C:23]([Cl:26])=[CH:22][C:21]=1[F:27])=[C:10]([CH2:17][CH3:18])[NH:11]2.CN(C)C=O.C(=O)([O-])[O-].[K+].[K+].Cl[C:42](OC(=O)C)([F:44])[F:43]. Product: [CH3:1][O:2][C:3](=[O:29])[CH2:4][O:5][C:6]1[CH:15]=[CH:14][C:13]([F:16])=[C:12]2[C:7]=1[C:8]([O:28][CH:42]([F:44])[F:43])=[C:9]([CH2:19][C:20]1[CH:25]=[CH:24][C:23]([Cl:26])=[CH:22][C:21]=1[F:27])[C:10]([CH2:17][CH3:18])=[N:11]2. (10) Reactant: [F:1][C:2]1[N:6]([CH:7]([CH3:9])[CH3:8])[N:5]=[CH:4][C:3]=1I.C([Mg]Br)(C)C.CO[B:18]1[O:22][C:21]([CH3:24])([CH3:23])[C:20]([CH3:26])([CH3:25])[O:19]1.[NH4+].[Cl-]. Product: [F:1][C:2]1[N:6]([CH:7]([CH3:9])[CH3:8])[N:5]=[CH:4][C:3]=1[B:18]1[O:22][C:21]([CH3:24])([CH3:23])[C:20]([CH3:26])([CH3:25])[O:19]1. The catalyst class is: 1.